This data is from Full USPTO retrosynthesis dataset with 1.9M reactions from patents (1976-2016). The task is: Predict the reactants needed to synthesize the given product. (1) Given the product [ClH:38].[ClH:41].[F:1][C:2]1[CH:3]=[N:4][C:5]2[C:10]([C:11]=1[CH2:12][CH2:13][CH2:14][CH:15]1[CH2:20][CH2:19][N:18]([CH2:21][CH2:22][S:23][C:24]3[S:25][CH:26]=[CH:27][CH:28]=3)[CH2:17][CH:16]1[CH2:29][C:30]([OH:32])=[O:31])=[CH:9][C:8]([O:34][CH3:35])=[CH:7][CH:6]=2, predict the reactants needed to synthesize it. The reactants are: [F:1][C:2]1[CH:3]=[N:4][C:5]2[C:10]([C:11]=1[CH2:12][CH2:13][CH2:14][CH:15]1[CH2:20][CH2:19][N:18]([CH2:21][CH2:22][S:23][C:24]3[S:25][CH:26]=[CH:27][CH:28]=3)[CH2:17][CH:16]1[CH2:29][C:30]([O:32]C)=[O:31])=[CH:9][C:8]([O:34][CH3:35])=[CH:7][CH:6]=2.[OH-].[Na+].[Cl:38]CCl.[ClH:41]. (2) Given the product [OH:8][CH2:7][CH:4]1[CH2:5][CH2:6][N:1]([C:10]([O:12][CH2:13][C:14]2[CH:19]=[CH:18][CH:17]=[CH:16][CH:15]=2)=[O:11])[CH2:2][CH2:3]1, predict the reactants needed to synthesize it. The reactants are: [NH:1]1[CH2:6][CH2:5][CH:4]([CH2:7][OH:8])[CH2:3][CH2:2]1.Cl[C:10]([O:12][CH2:13][C:14]1[CH:19]=[CH:18][CH:17]=[CH:16][CH:15]=1)=[O:11]. (3) The reactants are: [CH3:1][C:2]([CH2:17][CH2:18][CH:19]=[C:20]([CH3:32])[CH2:21][CH2:22][CH:23]=[C:24]([CH3:31])[CH2:25][CH2:26][CH:27]=[C:28]([CH3:30])[CH3:29])=[CH:3][CH2:4][CH2:5][C:6]([O:8][CH2:9][C:10]([CH2:15][OH:16])([CH2:13][OH:14])[CH2:11][OH:12])=[O:7]. Given the product [CH3:1][C:2]([CH2:17][CH2:18][CH:19]=[C:20]([CH3:32])[CH2:21][CH2:22][CH:23]=[C:24]([CH3:31])[CH2:25][CH2:26][CH:27]=[C:28]([CH3:30])[CH3:29])=[CH:3][CH2:4][CH2:5][C:6]([O:8][CH2:9][C:10]([CH2:13][OH:14])([CH2:11][OH:12])[CH2:15][OH:16])=[O:7].[OH2:7], predict the reactants needed to synthesize it.